This data is from Reaction yield outcomes from USPTO patents with 853,638 reactions. The task is: Predict the reaction yield, written as a fraction of the theoretical maximum amount of product (1.0 means a 100% yield; for example, 0.34 means a 34% yield). The reactants are Cl.[Cl:2][C:3]1[CH:4]=[C:5]2[C:9](=[CH:10][CH:11]=1)[NH:8][C:7]([C:12]([NH:14][C@@H:15]1[CH2:23][C:22]3[C:17](=[CH:18][CH:19]=[CH:20][CH:21]=3)[C@H:16]1[NH:24][CH3:25])=[O:13])=[CH:6]2.[K+].[CH3:27][C:28]1([CH3:36])[O:32][C@@H:31]([C:33]([O-])=[O:34])[CH2:30][O:29]1.CCN(C(C)C)C(C)C.C1C=CC2N(O)N=NC=2C=1.CCN=C=NCCCN(C)C. The catalyst is CC(N(C)C)=O.O. The product is [Cl:2][C:3]1[CH:4]=[C:5]2[C:9](=[CH:10][CH:11]=1)[NH:8][C:7]([C:12]([NH:14][C@@H:15]1[CH2:23][C:22]3[C:17](=[CH:18][CH:19]=[CH:20][CH:21]=3)[C@H:16]1[N:24]([C:33]([C@H:31]1[CH2:30][O:29][C:28]([CH3:36])([CH3:27])[O:32]1)=[O:34])[CH3:25])=[O:13])=[CH:6]2. The yield is 0.970.